Dataset: Peptide-MHC class I binding affinity with 185,985 pairs from IEDB/IMGT. Task: Regression. Given a peptide amino acid sequence and an MHC pseudo amino acid sequence, predict their binding affinity value. This is MHC class I binding data. (1) The peptide sequence is FTGEYLLRL. The MHC is HLA-B18:01 with pseudo-sequence HLA-B18:01. The binding affinity (normalized) is 0.0847. (2) The peptide sequence is MLSRVAAVK. The MHC is HLA-A68:01 with pseudo-sequence HLA-A68:01. The binding affinity (normalized) is 0.863. (3) The peptide sequence is LSSIKSKSRR. The MHC is HLA-A31:01 with pseudo-sequence HLA-A31:01. The binding affinity (normalized) is 0.402. (4) The peptide sequence is KMFNRASYF. The MHC is HLA-B27:20 with pseudo-sequence HLA-B27:20. The binding affinity (normalized) is 0.936. (5) The peptide sequence is GRLQSLQTY. The MHC is HLA-A01:01 with pseudo-sequence HLA-A01:01. The binding affinity (normalized) is 0.0847. (6) The peptide sequence is GMFNMLSTV. The MHC is HLA-A26:01 with pseudo-sequence HLA-A26:01. The binding affinity (normalized) is 0.0847. (7) The peptide sequence is AFFSDLVKF. The MHC is HLA-A29:02 with pseudo-sequence HLA-A29:02. The binding affinity (normalized) is 0.213.